This data is from Catalyst prediction with 721,799 reactions and 888 catalyst types from USPTO. The task is: Predict which catalyst facilitates the given reaction. (1) Reactant: [OH:1][CH:2]1[CH2:7][CH2:6][NH:5][CH2:4][CH2:3]1.N1C=CC=CC=1.O([Si:22]([C:25]([CH3:28])([CH3:27])[CH3:26])([CH3:24])[CH3:23])S(C(F)(F)F)(=O)=O.O. Product: [Si:22]([O:1][CH:2]1[CH2:7][CH2:6][NH:5][CH2:4][CH2:3]1)([C:25]([CH3:28])([CH3:27])[CH3:26])([CH3:24])[CH3:23]. The catalyst class is: 2. (2) Reactant: Br[C:2]1[CH:3]=[C:4]([C:12]([NH:14][C:15]2[C:16]([CH3:26])=[C:17]([CH:22]=[CH:23][C:24]=2[CH3:25])[C:18]([O:20][CH3:21])=[O:19])=[O:13])[C:5]2[C:10]([CH:11]=1)=[CH:9][CH:8]=[CH:7][CH:6]=2.[C:27]([Si:31]([CH3:40])([CH3:39])[O:32][CH:33]1[CH2:38][CH2:37][NH:36][CH2:35][CH2:34]1)([CH3:30])([CH3:29])[CH3:28].C([O-])([O-])=O.[Cs+].[Cs+].COC1C=CC=C(OC)C=1C1C=CC=CC=1P(C1CCCCC1)C1CCCCC1. Product: [Si:31]([O:32][CH:33]1[CH2:34][CH2:35][N:36]([C:2]2[CH:3]=[C:4]([C:12]([NH:14][C:15]3[C:16]([CH3:26])=[C:17]([CH:22]=[CH:23][C:24]=3[CH3:25])[C:18]([O:20][CH3:21])=[O:19])=[O:13])[C:5]3[C:10]([CH:11]=2)=[CH:9][CH:8]=[CH:7][CH:6]=3)[CH2:37][CH2:38]1)([C:27]([CH3:30])([CH3:29])[CH3:28])([CH3:40])[CH3:39]. The catalyst class is: 62. (3) Reactant: [C:1]([CH2:3][C:4]([NH2:6])=[O:5])#[N:2].[C:7](O)(=O)[CH3:8].N1CC[CH2:14][CH2:13][CH2:12]1.C(O)(=O)C. Product: [CH3:12][C:13]1[CH:14]=[C:3]([C:1]#[N:2])[C:4](=[O:5])[NH:6][C:7]=1[CH3:8]. The catalyst class is: 6. (4) Reactant: [N+:1]([C:4]1[CH:5]=[C:6]([CH:9]=[CH:10][CH:11]=1)[CH:7]=[O:8])([O-:3])=[O:2].S(=O)(O)[O-].[Na+].[C-:17]#[N:18].[K+]. Product: [OH:8][CH:7]([C:6]1[CH:9]=[CH:10][CH:11]=[C:4]([N+:1]([O-:3])=[O:2])[CH:5]=1)[C:17]#[N:18]. The catalyst class is: 28.